This data is from Peptide-MHC class II binding affinity with 134,281 pairs from IEDB. The task is: Regression. Given a peptide amino acid sequence and an MHC pseudo amino acid sequence, predict their binding affinity value. This is MHC class II binding data. The peptide sequence is TSYVKVLHHMVK. The MHC is DRB1_1101 with pseudo-sequence DRB1_1101. The binding affinity (normalized) is 0.579.